From a dataset of Reaction yield outcomes from USPTO patents with 853,638 reactions. Predict the reaction yield, written as a fraction of the theoretical maximum amount of product (1.0 means a 100% yield; for example, 0.34 means a 34% yield). (1) The reactants are [NH2:1][CH2:2][C:3]1[CH:8]=[CH:7][CH:6]=[CH:5][C:4]=1[N:9]([CH3:14])[S:10]([CH3:13])(=[O:12])=[O:11].[CH3:15][O:16][C:17]1[CH:18]=[C:19]([CH2:25][C:26](O)=[O:27])[CH:20]=[CH:21][C:22]=1[O:23][CH3:24].CCCP(=O)=O.CCN(C(C)C)C(C)C. The catalyst is C1COCC1. The product is [CH3:15][O:16][C:17]1[CH:18]=[C:19]([CH2:25][C:26]([NH:1][CH2:2][C:3]2[CH:8]=[CH:7][CH:6]=[CH:5][C:4]=2[N:9]([CH3:14])[S:10]([CH3:13])(=[O:12])=[O:11])=[O:27])[CH:20]=[CH:21][C:22]=1[O:23][CH3:24]. The yield is 0.380. (2) The reactants are [NH2:1][C:2]1[C:3]([CH3:28])=[N:4][C:5]([O:9][CH2:10][C:11]([N:13]([CH:15]2[CH2:20][CH2:19][N:18]([CH2:21][C:22]3[CH:27]=[CH:26][CH:25]=[CH:24][CH:23]=3)[CH2:17][CH2:16]2)[CH3:14])=[O:12])=[N:6][C:7]=1[CH3:8].[CH2:29]([S:31]([OH:34])(=[O:33])=[O:32])[CH3:30]. The catalyst is CO. The product is [CH2:29]([S:31]([OH:34])(=[O:33])=[O:32])[CH3:30].[NH2:1][C:2]1[C:7]([CH3:8])=[N:6][C:5]([O:9][CH2:10][C:11]([N:13]([CH:15]2[CH2:20][CH2:19][N:18]([CH2:21][C:22]3[CH:23]=[CH:24][CH:25]=[CH:26][CH:27]=3)[CH2:17][CH2:16]2)[CH3:14])=[O:12])=[N:4][C:3]=1[CH3:28]. The yield is 0.700. (3) The yield is 0.680. The catalyst is CCO. The product is [S:1]1[C:5]2[CH:6]=[CH:7][CH:8]=[CH:9][C:4]=2[N:3]=[C:2]1[N:10]1[C:15](=[O:14])[CH:16]=[C:17]([C:18]2[S:19][CH:20]=[CH:21][CH:22]=2)[NH:11]1. The reactants are [S:1]1[C:5]2[CH:6]=[CH:7][CH:8]=[CH:9][C:4]=2[N:3]=[C:2]1[NH:10][NH2:11].C([O:14][C:15](=O)[CH2:16][C:17](=O)[C:18]1[S:19][CH:20]=[CH:21][CH:22]=1)C. (4) The reactants are O[CH2:2][C:3]1[CH:4]=[C:5]([NH:9][C:10](=[O:16])[O:11][C:12]([CH3:15])([CH3:14])[CH3:13])[CH:6]=[CH:7][CH:8]=1.C1(P(C2C=CC=CC=2)C2C=CC=CC=2)C=CC=CC=1.N1C=CN=C1.[I:41]I. The catalyst is ClCCl. The product is [I:41][CH2:2][C:3]1[CH:4]=[C:5]([NH:9][C:10](=[O:16])[O:11][C:12]([CH3:15])([CH3:14])[CH3:13])[CH:6]=[CH:7][CH:8]=1. The yield is 0.710.